Dataset: Full USPTO retrosynthesis dataset with 1.9M reactions from patents (1976-2016). Task: Predict the reactants needed to synthesize the given product. (1) Given the product [NH2:1][C:2]1[CH:7]=[CH:6][C:5]([S:8](=[O:9])(=[O:10])[NH:11][C:12]2[CH:13]=[CH:14][C:15]3[CH2:19][O:18][B:17]([OH:20])[C:16]=3[CH:21]=2)=[C:4]([CH:3]=1)[CH2:22][NH:23][C:25](=[O:26])[O:27][CH2:28][CH:29]([CH3:31])[CH3:30], predict the reactants needed to synthesize it. The reactants are: [NH2:1][C:2]1[CH:7]=[CH:6][C:5]([S:8]([NH:11][C:12]2[CH:13]=[CH:14][C:15]3[CH2:19][O:18][B:17]([OH:20])[C:16]=3[CH:21]=2)(=[O:10])=[O:9])=[C:4]([CH2:22][NH2:23])[CH:3]=1.Cl[C:25]([O:27][CH2:28][CH:29]([CH3:31])[CH3:30])=[O:26]. (2) Given the product [C:34]([C:31]1[CH:30]=[CH:29][C:28]([CH2:27][N:10]([CH2:9][C:8]2[CH:7]=[CH:6][C:5]([OH:4])=[CH:37][CH:36]=2)[C:11]2[C:12]([CH3:26])=[C:13]([N:17]([S:22]([CH3:25])(=[O:23])=[O:24])[S:18]([CH3:21])(=[O:20])=[O:19])[CH:14]=[CH:15][CH:16]=2)=[CH:33][CH:32]=1)#[N:35], predict the reactants needed to synthesize it. The reactants are: C([O:4][C:5]1[CH:37]=[CH:36][C:8]([CH2:9][N:10]([CH2:27][C:28]2[CH:33]=[CH:32][C:31]([C:34]#[N:35])=[CH:30][CH:29]=2)[C:11]2[C:12]([CH3:26])=[C:13]([N:17]([S:22]([CH3:25])(=[O:24])=[O:23])[S:18]([CH3:21])(=[O:20])=[O:19])[CH:14]=[CH:15][CH:16]=2)=[CH:7][CH:6]=1)C=C.C1([SiH3])C=CC=CC=1. (3) Given the product [CH2:16]([CH:15]([NH:14][C:11]1[CH:10]=[C:9]([CH3:20])[N:8]=[C:7]([O:6][C:5]2[C:21]([CH3:23])=[CH:22][C:2]([F:49])=[CH:3][C:4]=2[CH3:24])[C:12]=1[CH3:13])[CH2:18][CH3:19])[CH3:17], predict the reactants needed to synthesize it. The reactants are: Br[C:2]1[CH:22]=[C:21]([CH3:23])[C:5]([O:6][C:7]2[C:12]([CH3:13])=[C:11]([NH:14][CH:15]([CH2:18][CH3:19])[CH2:16][CH3:17])[CH:10]=[C:9]([CH3:20])[N:8]=2)=[C:4]([CH3:24])[CH:3]=1.C([Li])CCC.N([F:49])(S(C1C=CC=CC=1)(=O)=O)S(C1C=CC=CC=1)(=O)=O. (4) Given the product [Cl:15][C:9]1[C:10]([CH:13]=[O:14])=[CH:11][NH:12][C:8]=1[C:7]1[C:2]([F:1])=[N:3][CH:4]=[CH:5][CH:6]=1, predict the reactants needed to synthesize it. The reactants are: [F:1][C:2]1[C:7]([C:8]2[NH:12][CH:11]=[C:10]([CH:13]=[O:14])[CH:9]=2)=[CH:6][CH:5]=[CH:4][N:3]=1.[Cl:15]N1C(=O)CCC1=O.O. (5) Given the product [CH3:9][O:8][C:4]1[CH:3]=[C:2]([C:24]2[C:19]([C:10]3[CH:15]=[CH:14][CH:13]=[CH:12][CH:11]=3)=[CH:20][CH:21]=[CH:22][CH:23]=2)[CH:7]=[CH:6][CH:5]=1, predict the reactants needed to synthesize it. The reactants are: Br[C:2]1[CH:3]=[C:4]([O:8][CH3:9])[CH:5]=[CH:6][CH:7]=1.[C:10]1([C:19]2[CH:24]=[CH:23][CH:22]=[CH:21][CH:20]=2)[C:11](B(O)O)=[CH:12][CH:13]=[CH:14][CH:15]=1.C(=O)([O-])[O-].[Na+].[Na+]. (6) Given the product [CH2:1]([O:3][C:4](=[O:34])[CH2:5][C:6]1[CH:7]=[C:8]([C:14]2[CH:19]=[CH:18][C:17]([C:20]3[CH:21]=[C:22]4[C:27](=[CH:28][CH:29]=3)[N:26]=[CH:25][CH:24]=[CH:23]4)=[CH:16][C:15]=2[CH2:30][N:31]([CH2:32][CH3:33])[C:43]([NH:42][CH2:35][C:36]2[CH:41]=[CH:40][CH:39]=[CH:38][CH:37]=2)=[O:44])[C:9]([O:12][CH3:13])=[CH:10][CH:11]=1)[CH3:2], predict the reactants needed to synthesize it. The reactants are: [CH2:1]([O:3][C:4](=[O:34])[CH2:5][C:6]1[CH:7]=[C:8]([C:14]2[CH:19]=[CH:18][C:17]([C:20]3[CH:21]=[C:22]4[C:27](=[CH:28][CH:29]=3)[N:26]=[CH:25][CH:24]=[CH:23]4)=[CH:16][C:15]=2[CH2:30][NH:31][CH2:32][CH3:33])[C:9]([O:12][CH3:13])=[CH:10][CH:11]=1)[CH3:2].[CH2:35]([N:42]=[C:43]=[O:44])[C:36]1[CH:41]=[CH:40][CH:39]=[CH:38][CH:37]=1. (7) Given the product [CH:8]([C:7]1[CH:10]=[CH:11][C:4]([C:1]([NH:15][CH:12]([CH3:14])[CH3:13])=[O:3])=[CH:5][CH:6]=1)=[O:9], predict the reactants needed to synthesize it. The reactants are: [C:1]([C:4]1[CH:11]=[CH:10][C:7]([CH:8]=[O:9])=[CH:6][CH:5]=1)([OH:3])=O.[CH:12]([NH2:15])([CH3:14])[CH3:13].